From a dataset of Full USPTO retrosynthesis dataset with 1.9M reactions from patents (1976-2016). Predict the reactants needed to synthesize the given product. (1) Given the product [CH3:14][O:15][C:16]([C:17]1[C:22]([F:23])=[C:21]([F:24])[C:20]([C:1]2[CH:6]=[CH:5][CH:4]=[CH:3][CH:2]=2)=[C:19]([F:26])[C:18]=1[F:27])=[O:28], predict the reactants needed to synthesize it. The reactants are: [C:1]1(C)[CH:6]=[CH:5][CH:4]=[CH:3][CH:2]=1.C(=O)([O-])[O-].[Cs+].[Cs+].[CH3:14][O:15][C:16](=[O:28])[C:17]1[C:22]([F:23])=[C:21]([F:24])[C:20](Br)=[C:19]([F:26])[C:18]=1[F:27].C1(B(O)O)C=CC=CC=1. (2) Given the product [Cl:1][C:2]1[CH:3]=[C:4]([CH2:8][O:9][C:10]2[CH:11]=[CH:12][C:13]([CH3:27])=[C:14]([CH:26]=2)[C:15]([OH:17])=[O:16])[CH:5]=[CH:6][CH:7]=1, predict the reactants needed to synthesize it. The reactants are: [Cl:1][C:2]1[CH:3]=[C:4]([CH2:8][O:9][C:10]2[CH:11]=[CH:12][C:13]([CH3:27])=[C:14]([CH:26]=2)[C:15]([O:17]CC2C=CC=C(Cl)C=2)=[O:16])[CH:5]=[CH:6][CH:7]=1.O.[OH-].[Li+]. (3) Given the product [OH:35][CH2:32][C:39]1[CH:38]=[CH:4][C:3]([C:7]23[NH:13][CH2:12][CH2:11][N:8]2[C:9](=[O:10])[C:4]2[N:5]([CH:22]=[C:2]([C:25]4[CH:24]=[N:23][CH:28]=[CH:27][CH:26]=4)[CH:3]=2)[CH2:6]3)=[CH:2][CH:22]=1, predict the reactants needed to synthesize it. The reactants are: Br[C:2]1[CH:3]=[C:4]2[C:9](=[O:10])[N:8]3[CH2:11][CH2:12][NH:13][CH:7]3[CH:6](C3C=CC(CO)=CC=3)[N:5]2[CH:22]=1.[N:23]1[CH:28]=[CH:27][CH:26]=[C:25](B(O)O)[CH:24]=1.[C:32](=[O:35])([O-])[O-].[Na+].[Na+].[CH2:38](O)[CH3:39]. (4) The reactants are: [CH2:1]([O:8][C:9]1[CH:13]=[C:12]([CH:14]([CH3:16])[CH3:15])[S:11][C:10]=1[C:17]([O:19]C)=[O:18])[C:2]1[CH:7]=[CH:6][CH:5]=[CH:4][CH:3]=1.[OH-].[Li+]. Given the product [CH2:1]([O:8][C:9]1[CH:13]=[C:12]([CH:14]([CH3:16])[CH3:15])[S:11][C:10]=1[C:17]([OH:19])=[O:18])[C:2]1[CH:3]=[CH:4][CH:5]=[CH:6][CH:7]=1, predict the reactants needed to synthesize it.